Predict the reaction yield, written as a fraction of the theoretical maximum amount of product (1.0 means a 100% yield; for example, 0.34 means a 34% yield). From a dataset of Reaction yield outcomes from USPTO patents with 853,638 reactions. (1) The reactants are CO[C:3](=[O:39])[NH:4][CH:5](C1C=CC=CC=1)[C:6](=[O:32])[N:7]1[CH2:11][CH2:10][CH2:9][CH:8]1[C:12]1[NH:13][C:14]([C:17]2[CH:22]=[CH:21][C:20](B3OC(C)(C)C(C)(C)O3)=[CH:19][CH:18]=2)=[CH:15][N:16]=1.[CH3:40][O:41][C:42](=[O:69])[NH:43][CH:44]([C:48]([N:50]1[CH2:54][CH2:53][CH2:52][CH:51]1[C:55]1[NH:56][C:57]([C:60]2[S:64][CH:63]3[CH:65]=[C:66](Br)[S:67][CH:62]3[CH:61]=2)=[CH:58][N:59]=1)=[O:49])[CH:45]([CH3:47])[CH3:46].[C:70]([O-:73])([O-])=O.[K+].[K+]. The catalyst is COCCOC.C1C=CC([P]([Pd]([P](C2C=CC=CC=2)(C2C=CC=CC=2)C2C=CC=CC=2)([P](C2C=CC=CC=2)(C2C=CC=CC=2)C2C=CC=CC=2)[P](C2C=CC=CC=2)(C2C=CC=CC=2)C2C=CC=CC=2)(C2C=CC=CC=2)C2C=CC=CC=2)=CC=1. The product is [CH3:40][O:41][C:42](=[O:69])[NH:43][CH:44]([C:48]([N:50]1[CH2:54][CH2:53][CH2:52][CH:51]1[C:55]1[NH:56][C:57]([C:60]2[S:64][CH:63]3[CH:65]=[C:66]([C:20]4[CH:21]=[CH:22][C:17]([C:14]5[NH:13][C:12]([CH:8]6[CH2:9][CH2:10][CH2:11][N:7]6[C:6](=[O:32])[CH:5]([NH:4][CH2:3][O:39][O:73][CH3:70])[C:17]6[CH:22]=[CH:21][CH:20]=[CH:19][CH:18]=6)=[N:16][CH:15]=5)=[CH:18][CH:19]=4)[S:67][CH:62]3[CH:61]=2)=[CH:58][N:59]=1)=[O:49])[CH:45]([CH3:47])[CH3:46]. The yield is 0.460. (2) The reactants are [N:1]12[CH2:8][CH2:7][CH:4]([CH2:5][CH2:6]1)[C@@H:3]([NH:9][CH2:10][CH2:11][CH2:12][N:13]1[C:21]3[C:16](=[CH:17][CH:18]=[CH:19][C:20]=3[C:22]([O:24]C)=[O:23])[CH:15]=[CH:14]1)[CH2:2]2.O.[OH-].[Li+:28]. The catalyst is O1CCCC1.O. The product is [N:1]12[CH2:8][CH2:7][CH:4]([CH2:5][CH2:6]1)[C@@H:3]([NH:9][CH2:10][CH2:11][CH2:12][N:13]1[C:21]3[C:16](=[CH:17][CH:18]=[CH:19][C:20]=3[C:22]([O-:24])=[O:23])[CH:15]=[CH:14]1)[CH2:2]2.[Li+:28]. The yield is 1.00. (3) The reactants are [CH:1]([O:4][C:5]([N:7]1[CH2:12][CH2:11][CH:10]([O:13][C:14]2[C:19]([O:20][CH3:21])=[C:18]([O:22][C:23]3[CH:28]=[CH:27][C:26](Br)=[CH:25][C:24]=3[F:30])[N:17]=[CH:16][N:15]=2)[CH2:9][CH2:8]1)=[O:6])([CH3:3])[CH3:2].[CH3:31][S:32]([O-:34])=[O:33].[Na+].CNCCNC. The catalyst is CS(C)=O. The product is [CH:1]([O:4][C:5]([N:7]1[CH2:12][CH2:11][CH:10]([O:13][C:14]2[C:19]([O:20][CH3:21])=[C:18]([O:22][C:23]3[CH:28]=[CH:27][C:26]([S:32]([CH3:31])(=[O:34])=[O:33])=[CH:25][C:24]=3[F:30])[N:17]=[CH:16][N:15]=2)[CH2:9][CH2:8]1)=[O:6])([CH3:3])[CH3:2]. The yield is 0.420.